Predict which catalyst facilitates the given reaction. From a dataset of Catalyst prediction with 721,799 reactions and 888 catalyst types from USPTO. (1) Reactant: CO[C:3]([C:5]1[C:6]([OH:31])=[C:7]2[C:12](=[C:13]([C:15]#[N:16])[N:14]=1)[N:11]([CH2:17][C:18]1[CH:23]=[CH:22][CH:21]=[CH:20][CH:19]=1)[C:10](=[O:24])[C:9]([C:25]1[CH:30]=[CH:29][CH:28]=[CH:27][CH:26]=1)=[CH:8]2)=[O:4].[NH2:32][C@@H:33]([C:41]([OH:43])=[O:42])[CH2:34][C:35]1[CH:40]=[CH:39][CH:38]=[CH:37][CH:36]=1.C[O-].[Na+]. Product: [CH2:17]([N:11]1[C:12]2[C:7](=[C:6]([OH:31])[C:5]([C:3]([NH:32][C@H:33]([CH2:34][C:35]3[CH:40]=[CH:39][CH:38]=[CH:37][CH:36]=3)[C:41]([OH:43])=[O:42])=[O:4])=[N:14][C:13]=2[C:15]#[N:16])[CH:8]=[C:9]([C:25]2[CH:26]=[CH:27][CH:28]=[CH:29][CH:30]=2)[C:10]1=[O:24])[C:18]1[CH:19]=[CH:20][CH:21]=[CH:22][CH:23]=1. The catalyst class is: 141. (2) Reactant: FC(F)(F)C(O)=O.[Cl:8][C:9]1[CH:10]=[N:11][C:12]2[NH:13][C:14]3[CH:15]=[CH:16][CH:17]=[C:18]([CH:32]=3)[CH2:19][CH2:20][C:21]3[CH:29]=[C:25]([NH:26][C:27]=1[N:28]=2)[CH:24]=[CH:23][C:22]=3[O:30]C.B(Br)(Br)Br.C(=O)(O)[O-].[Na+]. Product: [Cl:8][C:9]1[CH:10]=[N:11][C:12]2[NH:13][C:14]3[CH:15]=[CH:16][CH:17]=[C:18]([CH:32]=3)[CH2:19][CH2:20][C:21]3[CH:29]=[C:25]([NH:26][C:27]=1[N:28]=2)[CH:24]=[CH:23][C:22]=3[OH:30]. The catalyst class is: 2. (3) Reactant: [CH3:1][C:2]([CH3:7])([CH3:6])[CH:3]1[O:5][CH2:4]1.[OH:8][N:9]1[C:13](=[O:14])[C:12]2=[CH:15][CH:16]=[CH:17][CH:18]=[C:11]2[C:10]1=[O:19].C(N(CC)CC)C. Product: [OH:5][CH:3]([C:2]([CH3:7])([CH3:6])[CH3:1])[CH2:4][O:8][N:9]1[C:13](=[O:14])[C:12]2[C:11](=[CH:18][CH:17]=[CH:16][CH:15]=2)[C:10]1=[O:19]. The catalyst class is: 39. (4) The catalyst class is: 2. Product: [Cl:34][CH:32]([Cl:33])[C:31]([N:30]([CH2:29][CH2:28][C:22](=[O:24])[CH:18]([NH:17][C:10](=[O:11])[O:12][C:13]([CH3:14])([CH3:15])[CH3:16])[CH:19]([CH3:20])[CH3:21])[C:36]1[CH:41]=[CH:40][N:39]=[C:38]([C:42]2[O:46][N:45]=[C:44]([C:47]3[C:48]([Cl:54])=[CH:49][CH:50]=[CH:51][C:52]=3[Cl:53])[CH:43]=2)[CH:37]=1)=[O:35]. Reactant: C(N(C(C)C)CC)(C)C.[C:10]([NH:17][C@H:18]([C:22]([OH:24])=O)[CH:19]([CH3:21])[CH3:20])([O:12][C:13]([CH3:16])([CH3:15])[CH3:14])=[O:11].NC(C(C)C)C(=O)[CH2:28][CH2:29][N:30]([C:36]1[CH:41]=[CH:40][N:39]=[C:38]([C:42]2[O:46][N:45]=[C:44]([C:47]3[C:52]([Cl:53])=[CH:51][CH:50]=[CH:49][C:48]=3[Cl:54])[CH:43]=2)[CH:37]=1)[C:31](=[O:35])[CH:32]([Cl:34])[Cl:33]. (5) The catalyst class is: 52. Product: [OH:27][C:19]1[CH:18]=[C:17]([CH:15]2[C:8]([C:9]3[CH:13]=[CH:12][S:11][CH:10]=3)=[C:7]([C:1]3[CH:6]=[CH:5][CH:4]=[CH:3][CH:2]=3)[NH:42][C:29](=[O:36])[CH2:28]2)[CH:26]=[CH:25][C:20]=1[C:21]([OH:23])=[O:22]. Reactant: [C:1]1([C:7](=O)[CH2:8][C:9]2[CH:13]=[CH:12][S:11][CH:10]=2)[CH:6]=[CH:5][CH:4]=[CH:3][CH:2]=1.[CH:15]([C:17]1[CH:26]=[CH:25][C:20]([C:21]([O:23]C)=[O:22])=[C:19]([OH:27])[CH:18]=1)=O.[CH3:28][C:29]1(C)[O:36]C(=O)CC(=O)O1.C([O-])(C)=O.[NH4+:42]. (6) Reactant: [C:1]([C:3]1[CH:4]=[C:5]([C:9]([CH3:15])([CH3:14])[C:10]([O:12]C)=[O:11])[CH:6]=[CH:7][CH:8]=1)#[N:2].[OH-].[Li+]. Product: [C:1]([C:3]1[CH:4]=[C:5]([C:9]([CH3:15])([CH3:14])[C:10]([OH:12])=[O:11])[CH:6]=[CH:7][CH:8]=1)#[N:2]. The catalyst class is: 30. (7) Reactant: [Br:1][C:2]1[C:3]([O:12][CH3:13])=[C:4]([O:10][CH3:11])[CH:5]=[C:6]([CH:9]=1)[CH:7]=O.[C:14](#[N:18])[CH2:15][C:16]#[N:17].N1CCCCC1.[OH:25][C:26]1[CH:35]=[CH:34][CH:33]=[C:32]2[C:27]=1[CH:28]=[CH:29][CH:30]=[N:31]2. Product: [NH2:17][C:16]1[O:25][C:26]2[C:27]3[CH:28]=[CH:29][CH:30]=[N:31][C:32]=3[CH:33]=[CH:34][C:35]=2[CH:7]([C:6]2[CH:5]=[C:4]([O:10][CH3:11])[C:3]([O:12][CH3:13])=[C:2]([Br:1])[CH:9]=2)[C:15]=1[C:14]#[N:18]. The catalyst class is: 8.